Dataset: Forward reaction prediction with 1.9M reactions from USPTO patents (1976-2016). Task: Predict the product of the given reaction. Given the reactants Cl[C:2]1[CH:7]=[C:6]([NH:8][C:9]2[CH:18]=[CH:17][C:16]([N:19]3[CH2:24][CH2:23][N:22]([CH2:25][CH2:26][OH:27])[CH2:21][CH2:20]3)=[CH:15][C:10]=2[C:11]([NH:13][CH3:14])=[O:12])[C:5]([Cl:28])=[CH:4][N:3]=1.[CH2:29]([N:31]1[C:35]([NH2:36])=[CH:34][CH:33]=[N:32]1)[CH3:30].C(=O)([O-])[O-].[Cs+].[Cs+], predict the reaction product. The product is: [Cl:28][C:5]1[C:6]([NH:8][C:9]2[CH:18]=[CH:17][C:16]([N:19]3[CH2:20][CH2:21][N:22]([CH2:25][CH2:26][OH:27])[CH2:23][CH2:24]3)=[CH:15][C:10]=2[C:11]([NH:13][CH3:14])=[O:12])=[CH:7][C:2]([NH:36][C:35]2[N:31]([CH2:29][CH3:30])[N:32]=[CH:33][CH:34]=2)=[N:3][CH:4]=1.